The task is: Predict the reaction yield, written as a fraction of the theoretical maximum amount of product (1.0 means a 100% yield; for example, 0.34 means a 34% yield).. This data is from Reaction yield outcomes from USPTO patents with 853,638 reactions. (1) The reactants are [C:1]([O:5][C:6]([N:8]1[CH2:13][CH:12]=[C:11]([C:14]2[CH:19]=[CH:18][C:17]([Cl:20])=[CH:16][CH:15]=2)[CH2:10][CH2:9]1)=[O:7])([CH3:4])([CH3:3])[CH3:2].ClC1C=CC=C(C(OO)=[O:29])C=1. The catalyst is C(Cl)Cl. The product is [C:1]([O:5][C:6]([N:8]1[CH2:9][CH2:10][C:11]2([C:14]3[CH:19]=[CH:18][C:17]([Cl:20])=[CH:16][CH:15]=3)[CH:12]([O:29]2)[CH2:13]1)=[O:7])([CH3:4])([CH3:2])[CH3:3]. The yield is 0.710. (2) The reactants are [C:1]([OH:10])(=[O:9])[C@@H:2]([C@H:4]([C:6]([OH:8])=O)[OH:5])[OH:3].[C:11](Cl)(=[O:15])[CH:12]([CH3:14])[CH3:13]. The catalyst is C1(C)C=CC=CC=1.CCOCC.CCCCCC. The product is [O:10]=[C:1]1[C@H:2]([O:3][C:11](=[O:15])[CH:12]([CH3:14])[CH3:13])[C@@H:4]([O:5][C:11](=[O:15])[CH:12]([CH3:14])[CH3:13])[C:6](=[O:8])[O:9]1. The yield is 0.710. (3) The reactants are [C:1]([C:5]1[NH:6][C:7]2[C:12]([CH:13]=1)=[CH:11][CH:10]=[C:9]([N+:14]([O-])=O)[CH:8]=2)([CH3:4])([CH3:3])[CH3:2]. The catalyst is CO.[Ni]. The product is [C:1]([C:5]1[NH:6][C:7]2[C:12]([CH:13]=1)=[CH:11][CH:10]=[C:9]([NH2:14])[CH:8]=2)([CH3:4])([CH3:2])[CH3:3]. The yield is 0.890. (4) The reactants are [F:1][C:2]1[CH:3]=[C:4]([CH:9]=[CH:10][C:11]=1[C:12]1[C:13]([CH3:42])([CH3:41])[C@H:14]2[C@:27]([CH3:30])([CH2:28][CH:29]=1)[C@@H:26]1[C@:17]([CH3:40])([C@@:18]3([CH3:39])[C@H:23]([CH2:24][CH2:25]1)[C@H:22]1[C@H:31]([C:34]([CH3:36])=[CH2:35])[CH2:32][CH2:33][C@:21]1([CH:37]=O)[CH2:20][CH2:19]3)[CH2:16][CH2:15]2)[C:5]([O:7]C)=[O:6].[NH2:43][CH2:44][CH2:45][CH2:46][N:47]1[CH2:51][CH2:50][CH2:49][C:48]1=[O:52]. No catalyst specified. The product is [F:1][C:2]1[CH:3]=[C:4]([CH:9]=[CH:10][C:11]=1[C:12]1[C:13]([CH3:42])([CH3:41])[C@H:14]2[C@:27]([CH3:30])([CH2:28][CH:29]=1)[C@@H:26]1[C@:17]([CH3:40])([C@@:18]3([CH3:39])[C@H:23]([CH2:24][CH2:25]1)[C@H:22]1[C@H:31]([C:34]([CH3:36])=[CH2:35])[CH2:32][CH2:33][C@:21]1([CH2:37][NH:43][CH2:44][CH2:45][CH2:46][N:47]1[CH2:51][CH2:50][CH2:49][C:48]1=[O:52])[CH2:20][CH2:19]3)[CH2:16][CH2:15]2)[C:5]([OH:7])=[O:6]. The yield is 0.790. (5) The reactants are [OH-].[Na+].[OH:3][CH2:4][CH2:5][CH2:6][O:7][C:8]1[CH:13]=[CH:12][C:11]([C:14]2[CH:19]=[CH:18][C:17]([C:20]([O:22]CC)=[O:21])=[CH:16][CH:15]=2)=[CH:10][C:9]=1[C:25]1[CH:34]=[CH:33][C:32]2[C:31]([CH3:36])([CH3:35])[CH2:30][CH2:29][C:28]([CH3:38])([CH3:37])[C:27]=2[CH:26]=1.Cl. The catalyst is O1CCCC1. The product is [OH:3][CH2:4][CH2:5][CH2:6][O:7][C:8]1[CH:13]=[CH:12][C:11]([C:14]2[CH:15]=[CH:16][C:17]([C:20]([OH:22])=[O:21])=[CH:18][CH:19]=2)=[CH:10][C:9]=1[C:25]1[CH:34]=[CH:33][C:32]2[C:31]([CH3:36])([CH3:35])[CH2:30][CH2:29][C:28]([CH3:38])([CH3:37])[C:27]=2[CH:26]=1. The yield is 0.900. (6) The reactants are [Cl:1][C:2]1[CH:7]=[CH:6][N:5]=[C:4]([C:8]([NH:10][NH2:11])=[O:9])[CH:3]=1.[CH:12](OCC)(OCC)OCC. The catalyst is CCOC(C)=O. The product is [Cl:1][C:2]1[CH:7]=[CH:6][N:5]=[C:4]([C:8]2[O:9][CH:12]=[N:11][N:10]=2)[CH:3]=1. The yield is 0.680. (7) The reactants are [CH3:1][C:2]1[C:7]([NH2:8])=[CH:6][CH:5]=[C:4]([N:9]2[CH2:13][CH2:12][C@H:11]([N:14]3[CH2:18][CH2:17][CH2:16][C@@H:15]3[CH3:19])[CH2:10]2)[N:3]=1.[C:20]1([C:30](Cl)=[O:31])[C:29]2[C:24](=[CH:25][CH:26]=[CH:27][CH:28]=2)[CH:23]=[CH:22][CH:21]=1. The catalyst is ClCCl.N1C=CC=CC=1. The product is [CH3:1][C:2]1[C:7]([NH:8][C:30]([C:20]2[C:29]3[C:24](=[CH:25][CH:26]=[CH:27][CH:28]=3)[CH:23]=[CH:22][CH:21]=2)=[O:31])=[CH:6][CH:5]=[C:4]([N:9]2[CH2:13][CH2:12][C@H:11]([N:14]3[CH2:18][CH2:17][CH2:16][C@@H:15]3[CH3:19])[CH2:10]2)[N:3]=1. The yield is 0.620. (8) The reactants are [Cl:1][C:2]1[C:3]([S:24]([NH2:27])(=[O:26])=[O:25])=[N:4][CH:5]=[C:6]([C:9]([N:11]2[CH2:16][CH2:15][CH:14]([C:17]3[CH:22]=[CH:21][C:20]([F:23])=[CH:19][CH:18]=3)[CH2:13][CH2:12]2)=[O:10])[C:7]=1Cl.[CH3:28][C:29]1[CH:30]=[C:31]([SH:35])[CH:32]=[CH:33][CH:34]=1. No catalyst specified. The product is [Cl:1][C:2]1[C:3]([S:24]([NH2:27])(=[O:26])=[O:25])=[N:4][CH:5]=[C:6]([C:9]([N:11]2[CH2:16][CH2:15][CH:14]([C:17]3[CH:22]=[CH:21][C:20]([F:23])=[CH:19][CH:18]=3)[CH2:13][CH2:12]2)=[O:10])[C:7]=1[S:35][C:31]1[CH:30]=[C:29]([CH3:28])[CH:34]=[CH:33][CH:32]=1. The yield is 0.960.